This data is from Peptide-MHC class I binding affinity with 185,985 pairs from IEDB/IMGT. The task is: Regression. Given a peptide amino acid sequence and an MHC pseudo amino acid sequence, predict their binding affinity value. This is MHC class I binding data. (1) The peptide sequence is VWKQLFPEL. The MHC is HLA-A02:12 with pseudo-sequence HLA-A02:12. The binding affinity (normalized) is 0.0847. (2) The peptide sequence is PSDFFYLLF. The MHC is HLA-A02:03 with pseudo-sequence HLA-A02:03. The binding affinity (normalized) is 0.0847.